This data is from NCI-60 drug combinations with 297,098 pairs across 59 cell lines. The task is: Regression. Given two drug SMILES strings and cell line genomic features, predict the synergy score measuring deviation from expected non-interaction effect. (1) Drug 1: C1CC(C1)(C(=O)O)C(=O)O.[NH2-].[NH2-].[Pt+2]. Drug 2: CCC1(CC2CC(C3=C(CCN(C2)C1)C4=CC=CC=C4N3)(C5=C(C=C6C(=C5)C78CCN9C7C(C=CC9)(C(C(C8N6C)(C(=O)OC)O)OC(=O)C)CC)OC)C(=O)OC)O.OS(=O)(=O)O. Cell line: OVCAR-5. Synergy scores: CSS=5.39, Synergy_ZIP=-2.75, Synergy_Bliss=-4.04, Synergy_Loewe=-2.74, Synergy_HSA=-2.70. (2) Drug 1: C1CC(=O)NC(=O)C1N2CC3=C(C2=O)C=CC=C3N. Drug 2: CS(=O)(=O)CCNCC1=CC=C(O1)C2=CC3=C(C=C2)N=CN=C3NC4=CC(=C(C=C4)OCC5=CC(=CC=C5)F)Cl. Cell line: SK-MEL-28. Synergy scores: CSS=4.89, Synergy_ZIP=0.737, Synergy_Bliss=4.78, Synergy_Loewe=2.74, Synergy_HSA=2.14. (3) Drug 2: CC1CCC2CC(C(=CC=CC=CC(CC(C(=O)C(C(C(=CC(C(=O)CC(OC(=O)C3CCCCN3C(=O)C(=O)C1(O2)O)C(C)CC4CCC(C(C4)OC)OCCO)C)C)O)OC)C)C)C)OC. Cell line: CAKI-1. Drug 1: C1=CC=C(C=C1)NC(=O)CCCCCCC(=O)NO. Synergy scores: CSS=35.2, Synergy_ZIP=-1.03, Synergy_Bliss=-3.43, Synergy_Loewe=-4.39, Synergy_HSA=-2.73. (4) Drug 1: CC1=C2C(C(=O)C3(C(CC4C(C3C(C(C2(C)C)(CC1OC(=O)C(C(C5=CC=CC=C5)NC(=O)OC(C)(C)C)O)O)OC(=O)C6=CC=CC=C6)(CO4)OC(=O)C)OC)C)OC. Drug 2: CN1C(=O)N2C=NC(=C2N=N1)C(=O)N. Cell line: ACHN. Synergy scores: CSS=23.3, Synergy_ZIP=0.249, Synergy_Bliss=-3.75, Synergy_Loewe=-29.2, Synergy_HSA=-5.02. (5) Drug 1: C1=CC=C(C(=C1)C(C2=CC=C(C=C2)Cl)C(Cl)Cl)Cl. Drug 2: CN1C2=C(C=C(C=C2)N(CCCl)CCCl)N=C1CCCC(=O)O.Cl. Cell line: HT29. Synergy scores: CSS=-0.00700, Synergy_ZIP=3.52, Synergy_Bliss=10.1, Synergy_Loewe=6.28, Synergy_HSA=3.20. (6) Drug 1: C1C(C(OC1N2C=C(C(=O)NC2=O)F)CO)O. Drug 2: CC1=C(C=C(C=C1)C(=O)NC2=CC(=CC(=C2)C(F)(F)F)N3C=C(N=C3)C)NC4=NC=CC(=N4)C5=CN=CC=C5. Cell line: SK-MEL-5. Synergy scores: CSS=4.89, Synergy_ZIP=0.960, Synergy_Bliss=4.96, Synergy_Loewe=2.88, Synergy_HSA=2.46. (7) Drug 1: C1=C(C(=O)NC(=O)N1)N(CCCl)CCCl. Drug 2: CC(C)(C#N)C1=CC(=CC(=C1)CN2C=NC=N2)C(C)(C)C#N. Cell line: NCI-H460. Synergy scores: CSS=31.3, Synergy_ZIP=-1.79, Synergy_Bliss=-1.51, Synergy_Loewe=-2.49, Synergy_HSA=-1.53.